From a dataset of Full USPTO retrosynthesis dataset with 1.9M reactions from patents (1976-2016). Predict the reactants needed to synthesize the given product. (1) Given the product [F:45][C:20]([F:44])=[CH:21][CH2:22][S:23][CH:24]([C:35]1[C:40]([F:41])=[CH:39][CH:38]=[C:37]([F:42])[C:36]=1[F:43])[C:25]1[C:26]([CH3:34])=[CH:27][C:28]([C:31]([NH2:33])=[O:32])=[N:29][CH:30]=1, predict the reactants needed to synthesize it. The reactants are: C1CCN2C(=NCCC2)CC1.C1(C)C=CC=CC=1.Cl[C:20]([F:45])([F:44])[CH2:21][CH2:22][S:23][CH:24]([C:35]1[C:40]([F:41])=[CH:39][CH:38]=[C:37]([F:42])[C:36]=1[F:43])[C:25]1[C:26]([CH3:34])=[CH:27][C:28]([C:31]([NH2:33])=[O:32])=[N:29][CH:30]=1.[Cl-].[NH4+]. (2) Given the product [CH3:1][O:2][C:3]([C:5]1[C:10]([Cl:11])=[C:9]([NH:12][CH2:13][C:14]2[O:15][CH:16]=[CH:17][CH:18]=2)[CH:8]=[C:7]([C:24]2[CH:25]=[CH:26][C:21]([Cl:20])=[C:22]([O:34][CH3:35])[C:23]=2[F:33])[N:6]=1)=[O:4], predict the reactants needed to synthesize it. The reactants are: [CH3:1][O:2][C:3]([C:5]1[C:10]([Cl:11])=[C:9]([NH:12][CH2:13][C:14]2[O:15][CH:16]=[CH:17][CH:18]=2)[CH:8]=[C:7](Cl)[N:6]=1)=[O:4].[Cl:20][C:21]1[CH:26]=[CH:25][C:24](B2OCCCO2)=[C:23]([F:33])[C:22]=1[O:34][CH3:35].[F-].[Cs+].C(COC)OC. (3) Given the product [C:1]([C:5]1[N:10]=[C:9]([O:11][CH3:12])[C:8]([CH2:13][OH:14])=[CH:7][N:6]=1)([CH3:4])([CH3:2])[CH3:3], predict the reactants needed to synthesize it. The reactants are: [C:1]([C:5]1[N:10]=[C:9]([O:11][CH3:12])[C:8]([C:13](OCC)=[O:14])=[CH:7][N:6]=1)([CH3:4])([CH3:3])[CH3:2].[H-].[H-].[H-].[H-].[Li+].[Al+3]. (4) Given the product [Cl:12][C:13]1[CH:14]=[CH:15][C:16]([C:19]2[N:23]([C:24]3[CH:29]=[CH:28][CH:27]=[CH:26][C:25]=3[Cl:30])[N:22]=[C:21]([C:31]([N:47]3[CH2:52][CH2:51][N:43]([C:41]4[CH:42]=[CH:37][CH:38]=[CH:39][CH:40]=4)[CH2:49][CH2:48]3)=[O:33])[C:20]=2[CH2:34][C:35]#[N:36])=[CH:17][CH:18]=1, predict the reactants needed to synthesize it. The reactants are: CCN=C=NCCCN(C)C.[Cl:12][C:13]1[CH:18]=[CH:17][C:16]([C:19]2[N:23]([C:24]3[CH:29]=[CH:28][CH:27]=[CH:26][C:25]=3[Cl:30])[N:22]=[C:21]([C:31]([OH:33])=O)[C:20]=2[CH2:34][C:35]#[N:36])=[CH:15][CH:14]=1.[CH:37]1[CH:38]=[CH:39][C:40]2N(O)N=[N:43][C:41]=2[CH:42]=1.[N:47]1(C2N=CC=CN=2)[CH2:52][CH2:51]N[CH2:49][CH2:48]1. (5) Given the product [CH3:1][C:2]1[N:6]([CH:7]([CH3:9])[CH3:8])[C:5]([C:10]2[CH:15]=[CH:14][N:13]=[C:12]([NH:16][CH:17]3[CH2:18][CH2:19][NH:20][CH2:21][CH2:22]3)[N:11]=2)=[CH:4][N:3]=1, predict the reactants needed to synthesize it. The reactants are: [CH3:1][C:2]1[N:6]([CH:7]([CH3:9])[CH3:8])[C:5]([C:10]2[CH:15]=[CH:14][N:13]=[C:12]([NH:16][CH:17]3[CH2:22][CH2:21][N:20](C(OCC4C=CC=CC=4)=O)[CH2:19][CH2:18]3)[N:11]=2)=[CH:4][N:3]=1.CCOCC. (6) The reactants are: [CH2:1]([O:3][C:4]([C:6]1[N:10]([CH2:11][C:12]2[CH:17]=[CH:16][C:15]([C:18]3[CH:23]=[CH:22][CH:21]=[CH:20][C:19]=3[C:24]3[N:28](C(C4C=CC=CC=4)(C4C=CC=CC=4)C4C=CC=CC=4)[N:27]=[N:26][N:25]=3)=[CH:14][CH:13]=2)[C:9]([CH2:48][CH2:49][CH3:50])=[N:8][C:7]=1[CH2:51][O:52][C:53]1[CH:58]=[CH:57][C:56]([S:59][C:60]2[CH:65]=[CH:64][C:63]([N+:66]([O-])=O)=[C:62]([N:69]([C:71]([O:73][C:74]([CH3:77])([CH3:76])[CH3:75])=[O:72])[CH3:70])[CH:61]=2)=[CH:55][CH:54]=1)=[O:5])[CH3:2]. Given the product [CH2:1]([O:3][C:4]([C:6]1[N:10]([CH2:11][C:12]2[CH:17]=[CH:16][C:15]([C:18]3[CH:23]=[CH:22][CH:21]=[CH:20][C:19]=3[C:24]3[NH:25][N:26]=[N:27][N:28]=3)=[CH:14][CH:13]=2)[C:9]([CH2:48][CH2:49][CH3:50])=[N:8][C:7]=1[CH2:51][O:52][C:53]1[CH:58]=[CH:57][C:56]([S:59][C:60]2[CH:65]=[CH:64][C:63]([NH2:66])=[C:62]([N:69]([C:71]([O:73][C:74]([CH3:76])([CH3:75])[CH3:77])=[O:72])[CH3:70])[CH:61]=2)=[CH:55][CH:54]=1)=[O:5])[CH3:2], predict the reactants needed to synthesize it.